From a dataset of Reaction yield outcomes from USPTO patents with 853,638 reactions. Predict the reaction yield, written as a fraction of the theoretical maximum amount of product (1.0 means a 100% yield; for example, 0.34 means a 34% yield). (1) The reactants are [Cl:1][C:2]1[C:3]2[CH:14]=[CH:13][C:12](=[O:15])[N:11]([C:16]3[C:21]([F:22])=[CH:20][CH:19]=[CH:18][C:17]=3[F:23])[C:4]=2[N:5]=[C:6](S(C)=O)[N:7]=1.[CH3:24][CH:25]1[CH2:30][CH2:29][N:28]([CH:31]2[CH2:36][CH2:35][NH:34][CH2:33][CH2:32]2)[CH2:27][CH2:26]1.C(N(CC)CC)C. The catalyst is ClCCl. The product is [Cl:1][C:2]1[C:3]2[CH:14]=[CH:13][C:12](=[O:15])[N:11]([C:16]3[C:21]([F:22])=[CH:20][CH:19]=[CH:18][C:17]=3[F:23])[C:4]=2[N:5]=[C:6]([N:34]2[CH2:35][CH2:36][CH:31]([N:28]3[CH2:29][CH2:30][CH:25]([CH3:24])[CH2:26][CH2:27]3)[CH2:32][CH2:33]2)[N:7]=1. The yield is 0.510. (2) The reactants are [Br:1][C:2]1[CH:3]=[CH:4][C:5]([S:8](Cl)(=[O:10])=[O:9])=[N:6][CH:7]=1.[F:12][C:13]([F:19])([F:18])[C:14]([CH3:17])([NH2:16])[CH3:15]. The catalyst is N1C=CC=CC=1. The product is [F:12][C:13]([F:19])([F:18])[C:14]([NH:16][S:8]([C:5]1[CH:4]=[CH:3][C:2]([Br:1])=[CH:7][N:6]=1)(=[O:10])=[O:9])([CH3:17])[CH3:15]. The yield is 0.300. (3) The reactants are [NH2:1][CH:2]([C:4]1[CH:5]=[C:6]([C:21]([N:23]([CH3:25])[CH3:24])=[O:22])[CH:7]=[C:8]2[C:13]=1[O:12][C:11]([N:14]1[CH2:19][CH2:18][O:17][CH2:16][CH2:15]1)=[CH:10][C:9]2=[O:20])[CH3:3].Br[C:27]1[CH:28]=[C:29]([CH:32]=[C:33]([F:35])[CH:34]=1)[C:30]#[N:31]. No catalyst specified. The product is [C:30]([C:29]1[CH:28]=[C:27]([NH:1][CH:2]([C:4]2[CH:5]=[C:6]([C:21]([N:23]([CH3:24])[CH3:25])=[O:22])[CH:7]=[C:8]3[C:13]=2[O:12][C:11]([N:14]2[CH2:19][CH2:18][O:17][CH2:16][CH2:15]2)=[CH:10][C:9]3=[O:20])[CH3:3])[CH:34]=[C:33]([F:35])[CH:32]=1)#[N:31]. The yield is 0.820.